Dataset: Full USPTO retrosynthesis dataset with 1.9M reactions from patents (1976-2016). Task: Predict the reactants needed to synthesize the given product. (1) Given the product [CH:1]1([N:7]2[CH2:8][CH2:9][N:10]([C:13]3[C:26]4=[N:27][O:28][C:24]5=[C:25]4[C:16]([C:17](=[O:29])[C:18]4[C:23]5=[CH:22][CH:21]=[CH:20][CH:19]=4)=[C:15]([NH:30][C:31]4[CH:32]=[CH:33][C:34]([C:35]([O-:37])=[O:36])=[CH:38][CH:39]=4)[CH:14]=3)[CH2:11][CH2:12]2)[CH2:2][CH2:3][CH2:4][CH2:5][CH2:6]1.[Na+:41], predict the reactants needed to synthesize it. The reactants are: [CH:1]1([N:7]2[CH2:12][CH2:11][N:10]([C:13]3[C:26]4=[N:27][O:28][C:24]5=[C:25]4[C:16]([C:17](=[O:29])[C:18]4[C:23]5=[CH:22][CH:21]=[CH:20][CH:19]=4)=[C:15]([NH:30][C:31]4[CH:39]=[CH:38][C:34]([C:35]([OH:37])=[O:36])=[CH:33][CH:32]=4)[CH:14]=3)[CH2:9][CH2:8]2)[CH2:6][CH2:5][CH2:4][CH2:3][CH2:2]1.[OH-].[Na+:41].CO. (2) Given the product [ClH:32].[NH:10]1[CH2:11][CH2:12][O:13][CH:8]([CH2:7][N:6]2[C:5]3[CH:21]=[CH:22][CH:23]=[CH:24][C:4]=3[N:3]([C:25]3[CH:26]=[CH:27][CH:28]=[CH:29][CH:30]=3)[S:2]2(=[O:31])=[O:1])[CH2:9]1, predict the reactants needed to synthesize it. The reactants are: [O:1]=[S:2]1(=[O:31])[N:6]([CH2:7][CH:8]2[O:13][CH2:12][CH2:11][N:10](C(OC(C)(C)C)=O)[CH2:9]2)[C:5]2[CH:21]=[CH:22][CH:23]=[CH:24][C:4]=2[N:3]1[C:25]1[CH:30]=[CH:29][CH:28]=[CH:27][CH:26]=1.[ClH:32].